This data is from Reaction yield outcomes from USPTO patents with 853,638 reactions. The task is: Predict the reaction yield, written as a fraction of the theoretical maximum amount of product (1.0 means a 100% yield; for example, 0.34 means a 34% yield). (1) The reactants are [CH:1]1([CH:7]([C:19]2[CH:23]=[C:22]([C:24]3[CH:29]=[CH:28][C:27]([C:30]([F:33])([F:32])[F:31])=[CH:26][CH:25]=3)[O:21][C:20]=2[CH2:34][O:35][CH2:36][CH3:37])[O:8][C:9]2[CH:18]=[CH:17][C:12]([C:13]([O:15]C)=[O:14])=[CH:11][CH:10]=2)[CH2:6][CH2:5][CH2:4][CH2:3][CH2:2]1.[OH-].[Li+].O.Cl. The catalyst is CO.O1CCCC1. The product is [CH:1]1([CH:7]([C:19]2[CH:23]=[C:22]([C:24]3[CH:25]=[CH:26][C:27]([C:30]([F:31])([F:32])[F:33])=[CH:28][CH:29]=3)[O:21][C:20]=2[CH2:34][O:35][CH2:36][CH3:37])[O:8][C:9]2[CH:10]=[CH:11][C:12]([C:13]([OH:15])=[O:14])=[CH:17][CH:18]=2)[CH2:6][CH2:5][CH2:4][CH2:3][CH2:2]1. The yield is 0.380. (2) The reactants are Cl.[CH3:2][S:3]([C:6]1[CH:12]=[CH:11][C:9]([NH2:10])=[CH:8][CH:7]=1)(=[O:5])=[O:4].C[Al](C)C.[C:17]([C:19]1[CH:20]=[N:21][CH:22]=[C:23]([CH3:25])[CH:24]=1)#[N:18]. The catalyst is C1(C)C=CC=CC=1. The product is [CH3:2][S:3]([C:6]1[CH:12]=[CH:11][C:9]([NH:10][C:17](=[NH:18])[C:19]2[CH:24]=[C:23]([CH3:25])[CH:22]=[N:21][CH:20]=2)=[CH:8][CH:7]=1)(=[O:4])=[O:5]. The yield is 0.800. (3) The reactants are [CH3:1][C:2]1[CH:7]=[CH:6][C:5]([S:8]([O:11][CH2:12][CH:13]2[CH2:17][C:16]3[CH:18]=[C:19]([CH3:23])[CH:20]=[C:21](Br)[C:15]=3[O:14]2)(=[O:10])=[O:9])=[CH:4][CH:3]=1.[C:24]1(B(O)O)[CH:29]=[CH:28][CH:27]=[CH:26][CH:25]=1.[CH:33]([C:36]1C=CC=[CH:38][C:37]=1B1OC(C)(C)C(C)(C)O1)(C)[CH3:34]. No catalyst specified. The product is [CH3:1][C:2]1[CH:7]=[CH:6][C:5]([S:8]([O:11][CH2:12][CH:13]2[CH2:17][C:16]3[CH:18]=[C:19]([C:23]4[CH:38]=[CH:37][CH:36]=[CH:33][CH:34]=4)[CH:20]=[C:21]([C:24]4[CH:29]=[CH:28][CH:27]=[CH:26][CH:25]=4)[C:15]=3[O:14]2)(=[O:10])=[O:9])=[CH:4][CH:3]=1. The yield is 0.780. (4) The reactants are [NH2:1][C:2]1[C:3]2[S:15][CH:14]=[C:13]([C:16]3[CH:21]=[CH:20][C:19]([NH:22][C:23]([C:25]4[N:26]([CH3:34])[C:27]5[C:32]([CH:33]=4)=[CH:31][CH:30]=[CH:29][CH:28]=5)=[O:24])=[C:18]([O:35][CH3:36])[CH:17]=3)[C:4]=2[C:5](/[N:8]=C/N(C)C)=[N:6][CH:7]=1.[C:37]1([N:43]=[C:44]=[O:45])[CH:42]=[CH:41][CH:40]=[CH:39][CH:38]=1.C(N)=N. The catalyst is N1C=CC=CC=1. The product is [NH2:8][C:5]1[C:4]2[C:13]([C:16]3[CH:21]=[CH:20][C:19]([NH:22][C:23]([C:25]4[N:26]([CH3:34])[C:27]5[C:32]([CH:33]=4)=[CH:31][CH:30]=[CH:29][CH:28]=5)=[O:24])=[C:18]([O:35][CH3:36])[CH:17]=3)=[CH:14][S:15][C:3]=2[C:2]([NH:1][C:44]([NH:43][C:37]2[CH:42]=[CH:41][CH:40]=[CH:39][CH:38]=2)=[O:45])=[CH:7][N:6]=1. The yield is 0.320. (5) The reactants are [C:1]([O:5][C:6]([NH:8][C@H:9]1[CH2:23][CH2:22][CH2:21][O:20][CH2:19][CH:18]=[CH:17][C@@H:16]2[CH2:24][C@@:15]2([C:25]([O:27]CC)=[O:26])[NH:14][C:13](=[O:30])[C@@H:12]2[CH2:31][C@@H:32]([O:34][C:35]([N:37]3[CH2:45][C:44]4[C:39](=[CH:40][CH:41]=[CH:42][C:43]=4[F:46])[CH2:38]3)=[O:36])[CH2:33][N:11]2[C:10]1=[O:47])=[O:7])([CH3:4])([CH3:3])[CH3:2].[OH-].[Na+].CCOCC. The catalyst is C1COCC1.O. The product is [C:1]([O:5][C:6]([NH:8][C@H:9]1[CH2:23][CH2:22][CH2:21][O:20][CH2:19][CH:18]=[CH:17][C@@H:16]2[CH2:24][C@@:15]2([C:25]([OH:27])=[O:26])[NH:14][C:13](=[O:30])[C@@H:12]2[CH2:31][C@@H:32]([O:34][C:35]([N:37]3[CH2:45][C:44]4[C:39](=[CH:40][CH:41]=[CH:42][C:43]=4[F:46])[CH2:38]3)=[O:36])[CH2:33][N:11]2[C:10]1=[O:47])=[O:7])([CH3:4])([CH3:2])[CH3:3]. The yield is 0.920. (6) The reactants are [Cl:1][C:2]1[N:3]=[C:4](Cl)[C:5]2[CH2:11][O:10][CH2:9][CH:8]([C:12]3[CH:17]=[CH:16][C:15]([Cl:18])=[CH:14][CH:13]=3)[C:6]=2[N:7]=1.Cl.[CH3:21][NH2:22]. No catalyst specified. The product is [Cl:1][C:2]1[N:3]=[C:4]([NH:22][CH3:21])[C:5]2[CH2:11][O:10][CH2:9][CH:8]([C:12]3[CH:17]=[CH:16][C:15]([Cl:18])=[CH:14][CH:13]=3)[C:6]=2[N:7]=1. The yield is 0.305.